Dataset: Reaction yield outcomes from USPTO patents with 853,638 reactions. Task: Predict the reaction yield, written as a fraction of the theoretical maximum amount of product (1.0 means a 100% yield; for example, 0.34 means a 34% yield). (1) The catalyst is O1CCCC1. The product is [CH2:11]([O:15][CH2:16][C:17]1[CH:18]=[CH:19][C:20]([CH2:23][C:24]2[CH:2]=[C:1]([C:3]3[C:4]([NH2:10])=[N:5][C:6]([NH2:9])=[CH:7][CH:8]=3)[O:26][N:25]=2)=[CH:21][CH:22]=1)[CH2:12][CH2:13][CH3:14]. The reactants are [C:1]([C:3]1[C:4]([NH2:10])=[N:5][C:6]([NH2:9])=[CH:7][CH:8]=1)#[CH:2].[CH2:11]([O:15][CH2:16][C:17]1[CH:22]=[CH:21][C:20]([CH2:23][C:24](Cl)=[N:25][OH:26])=[CH:19][CH:18]=1)[CH2:12][CH2:13][CH3:14].C(N(CC)CC)C. The yield is 0.130. (2) The reactants are [CH3:1][N:2]([CH3:12])[C:3]1[CH:11]=[CH:10][CH:9]=[CH:8][C:4]=1[C:5]([OH:7])=O.C(Cl)(=O)C(Cl)=O.[NH2:19][C:20]1[CH:25]=[CH:24][C:23]([N:26]2[C:32](=[O:33])[CH2:31][C:30](=[O:34])[NH:29][C:28]3[C:35]4[C:40]([CH:41]=[CH:42][C:27]2=3)=[CH:39][CH:38]=[CH:37][CH:36]=4)=[CH:22][CH:21]=1. No catalyst specified. The product is [CH3:12][N:2]([CH3:1])[C:3]1[CH:11]=[CH:10][CH:9]=[CH:8][C:4]=1[C:5]([NH:19][C:20]1[CH:25]=[CH:24][C:23]([N:26]2[C:32](=[O:33])[CH2:31][C:30](=[O:34])[NH:29][C:28]3[C:35]4[C:40]([CH:41]=[CH:42][C:27]2=3)=[CH:39][CH:38]=[CH:37][CH:36]=4)=[CH:22][CH:21]=1)=[O:7]. The yield is 0.820. (3) The reactants are Br[C:2]1[CH:3]=[N:4][C:5]([C:8]2[CH:13]=[C:12]([CH3:14])[CH:11]=[C:10]([CH3:15])[CH:9]=2)=[N:6][CH:7]=1.[CH3:16][C:17]1[CH:22]=[CH:21][CH:20]=[C:19]([CH3:23])[C:18]=1B(O)O.C(=O)([O-])[O-].[Na+].[Na+].O. The catalyst is Cl[Pd](Cl)([P](C1C=CC=CC=1)(C1C=CC=CC=1)C1C=CC=CC=1)[P](C1C=CC=CC=1)(C1C=CC=CC=1)C1C=CC=CC=1.C(#N)C. The product is [CH3:16][C:17]1[CH:22]=[CH:21][CH:20]=[C:19]([CH3:23])[C:18]=1[C:2]1[CH:3]=[N:4][C:5]([C:8]2[CH:13]=[C:12]([CH3:14])[CH:11]=[C:10]([CH3:15])[CH:9]=2)=[N:6][CH:7]=1. The yield is 0.830. (4) The reactants are [NH2:1][C:2]1[C:11]2[C:6](=[C:7](I)[CH:8]=[CH:9][CH:10]=2)[N:5]=[N:4][C:3]=1[C:13]([NH:15][CH2:16][CH2:17][CH3:18])=[O:14].[F:19][C:20]1[CH:25]=[CH:24][C:23](B(O)O)=[CH:22][CH:21]=1. No catalyst specified. The product is [NH2:1][C:2]1[C:11]2[C:6](=[C:7]([C:23]3[CH:24]=[CH:25][C:20]([F:19])=[CH:21][CH:22]=3)[CH:8]=[CH:9][CH:10]=2)[N:5]=[N:4][C:3]=1[C:13]([NH:15][CH2:16][CH2:17][CH3:18])=[O:14]. The yield is 0.470.